From a dataset of Catalyst prediction with 721,799 reactions and 888 catalyst types from USPTO. Predict which catalyst facilitates the given reaction. (1) Reactant: [CH3:1][CH:2]([C:8]([O:10][CH2:11][CH3:12])=[O:9])[C:3]([O:5][CH2:6][CH3:7])=[O:4].C[Si]([N-][Si](C)(C)C)(C)C.[Li+].Br[CH2:24][C:25]#[C:26][C:27]1[CH:32]=[CH:31][CH:30]=[CH:29][CH:28]=1.P(Br)(Br)Br.N1C=CC=CC=1. Product: [CH3:1][C:2]([CH2:24][C:25]#[C:26][C:27]1[CH:32]=[CH:31][CH:30]=[CH:29][CH:28]=1)([C:3]([O:5][CH2:6][CH3:7])=[O:4])[C:8]([O:10][CH2:11][CH3:12])=[O:9]. The catalyst class is: 1. (2) Reactant: C[O:2][C:3]([C:5]1[CH:10]=[C:9]([Br:11])[C:8](=[O:12])[N:7]([C@H:13]([C:15]2[CH:20]=[CH:19][CH:18]=[CH:17][CH:16]=2)[CH3:14])[C:6]=1[CH2:21][N:22]([CH2:33][C:34]([O:36][CH3:37])=[O:35])S(C1C=CC(C)=CC=1)(=O)=O)=O.C[O-].[Na+].Cl. Product: [CH3:37][O:36][C:34]([C:33]1[C:3]([OH:2])=[C:5]2[C:6](=[CH:21][N:22]=1)[N:7]([C@H:13]([C:15]1[CH:16]=[CH:17][CH:18]=[CH:19][CH:20]=1)[CH3:14])[C:8](=[O:12])[C:9]([Br:11])=[CH:10]2)=[O:35]. The catalyst class is: 5. (3) Reactant: C([O:3][P:4]([CH2:9][CH2:10][CH2:11][C:12]1[NH:16][C:15]2[CH:17]=[C:18]([Cl:33])[C:19]([C:21]3[CH:26]=[CH:25][C:24]([C:27]4[CH:32]=[CH:31][CH:30]=[CH:29][CH:28]=4)=[CH:23][CH:22]=3)=[CH:20][C:14]=2[N:13]=1)(=[O:8])[O:5]CC)C.C[Si](N[Si](C)(C)C)(C)C.Br[Si](C)(C)C. Product: [C:24]1([C:27]2[CH:32]=[CH:31][CH:30]=[CH:29][CH:28]=2)[CH:23]=[CH:22][C:21]([C:19]2[C:18]([Cl:33])=[CH:17][C:15]3[NH:16][C:12]([CH2:11][CH2:10][CH2:9][P:4](=[O:3])([OH:8])[OH:5])=[N:13][C:14]=3[CH:20]=2)=[CH:26][CH:25]=1. The catalyst class is: 2. (4) Reactant: [Br:1]N1C(=O)CCC1=O.N(C(C)(C)C#N)=NC(C)(C)C#N.[CH3:21][C:22]1[CH:34]=[CH:33][C:32]([C:35]([F:38])([F:37])[F:36])=[CH:31][C:23]=1[C:24]([O:26][C:27]([CH3:30])([CH3:29])[CH3:28])=[O:25]. Product: [Br:1][CH2:21][C:22]1[CH:34]=[CH:33][C:32]([C:35]([F:36])([F:37])[F:38])=[CH:31][C:23]=1[C:24]([O:26][C:27]([CH3:30])([CH3:28])[CH3:29])=[O:25]. The catalyst class is: 48.